From a dataset of Full USPTO retrosynthesis dataset with 1.9M reactions from patents (1976-2016). Predict the reactants needed to synthesize the given product. (1) Given the product [CH2:35]([O:34][C:32](=[O:33])[N:23]([C@@H:8]([C:4]1[CH:5]=[CH:6][CH:7]=[C:2]([Br:1])[CH:3]=1)[CH2:9][N:10]1[CH2:14][CH2:13][C@H:12]([O:15][Si:16]([C:19]([CH3:22])([CH3:21])[CH3:20])([CH3:17])[CH3:18])[CH2:11]1)[CH3:24])[C:36]1[CH:41]=[CH:40][CH:39]=[CH:38][CH:37]=1, predict the reactants needed to synthesize it. The reactants are: [Br:1][C:2]1[CH:3]=[C:4]([C@H:8]([NH:23][CH3:24])[CH2:9][N:10]2[CH2:14][CH2:13][C@H:12]([O:15][Si:16]([C:19]([CH3:22])([CH3:21])[CH3:20])([CH3:18])[CH3:17])[CH2:11]2)[CH:5]=[CH:6][CH:7]=1.C(=O)([O-])[O-].[K+].[K+].Cl[C:32]([O:34][CH2:35][C:36]1[CH:41]=[CH:40][CH:39]=[CH:38][CH:37]=1)=[O:33]. (2) Given the product [Cl:49][C:48]1[C:47]([CH2:50][N:51]([S:53]([C:56]2[CH:61]=[CH:60][C:59]([Cl:62])=[CH:58][CH:57]=2)(=[O:55])=[O:54])[CH3:52])=[CH:46][S:45][C:44]=1[C:42]([N:34]1[C:35]2[CH:41]=[CH:40][CH:39]=[CH:38][C:36]=2[O:37][CH:32]([C:30]([NH:29][CH2:28][CH2:27][OH:26])=[O:31])[CH2:33]1)=[O:43], predict the reactants needed to synthesize it. The reactants are: [F-].C([N+](CCCC)(CCCC)CCCC)CCC.[Si]([O:26][CH2:27][CH2:28][NH:29][C:30]([CH:32]1[O:37][C:36]2[CH:38]=[CH:39][CH:40]=[CH:41][C:35]=2[N:34]([C:42]([C:44]2[S:45][CH:46]=[C:47]([CH2:50][N:51]([S:53]([C:56]3[CH:61]=[CH:60][C:59]([Cl:62])=[CH:58][CH:57]=3)(=[O:55])=[O:54])[CH3:52])[C:48]=2[Cl:49])=[O:43])[CH2:33]1)=[O:31])(C(C)(C)C)(C)C. (3) Given the product [Cl:1][C:2]1[CH:3]=[C:4]2[C:10]([C:11]3[N:16]=[C:15]([NH:17][C@@H:18]4[CH2:23][CH2:22][CH2:21][N:20]([S:37]([CH2:34][CH2:35][CH3:36])(=[O:39])=[O:38])[CH2:19]4)[C:14]([F:24])=[CH:13][N:12]=3)=[CH:9][NH:8][C:5]2=[N:6][CH:7]=1, predict the reactants needed to synthesize it. The reactants are: [Cl:1][C:2]1[CH:3]=[C:4]2[C:10]([C:11]3[N:16]=[C:15]([NH:17][CH:18]4[CH2:23][CH2:22][CH2:21][NH:20][CH2:19]4)[C:14]([F:24])=[CH:13][N:12]=3)=[CH:9][NH:8][C:5]2=[N:6][CH:7]=1.CCN(C(C)C)C(C)C.[CH2:34]([S:37](Cl)(=[O:39])=[O:38])[CH2:35][CH3:36]. (4) Given the product [Br:1][C:2]1[CH:3]=[CH:4][C:5]([O:34][CH3:35])=[C:6]([N:8]2[C:17]3[C:12](=[CH:13][C:14]([S:18]([NH:41][C:38]4[CH:39]=[CH:40][O:36][N:37]=4)(=[O:20])=[O:19])=[CH:15][CH:16]=3)[CH:11]=[CH:10][C:9]2=[O:33])[CH:7]=1, predict the reactants needed to synthesize it. The reactants are: [Br:1][C:2]1[CH:3]=[CH:4][C:5]([O:34][CH3:35])=[C:6]([N:8]2[C:17]3[C:12](=[CH:13][C:14]([S:18](OC4C(F)=C(F)C(F)=C(F)C=4F)(=[O:20])=[O:19])=[CH:15][CH:16]=3)[CH:11]=[CH:10][C:9]2=[O:33])[CH:7]=1.[O:36]1[CH:40]=[CH:39][C:38]([NH2:41])=[N:37]1.C[Si]([N-][Si](C)(C)C)(C)C.[Li+].Cl.